From a dataset of Full USPTO retrosynthesis dataset with 1.9M reactions from patents (1976-2016). Predict the reactants needed to synthesize the given product. (1) Given the product [C:1]([O:5][C:6](=[O:22])[N:7]([CH2:8][CH2:9][CH:10]([CH3:12])[CH3:11])[CH2:13][C:14]1[CH:19]=[CH:18][C:17]([C:29]2[CH:30]=[CH:31][C:26]([N+:23]([O-:25])=[O:24])=[CH:27][CH:28]=2)=[C:16]([CH3:21])[CH:15]=1)([CH3:4])([CH3:3])[CH3:2], predict the reactants needed to synthesize it. The reactants are: [C:1]([O:5][C:6](=[O:22])[N:7]([CH2:13][C:14]1[CH:19]=[CH:18][C:17](Br)=[C:16]([CH3:21])[CH:15]=1)[CH2:8][CH2:9][CH:10]([CH3:12])[CH3:11])([CH3:4])([CH3:3])[CH3:2].[N+:23]([C:26]1[CH:31]=[CH:30][C:29](B(O)O)=[CH:28][CH:27]=1)([O-:25])=[O:24].C(=O)([O-])[O-].[Na+].[Na+]. (2) Given the product [CH2:1]([NH:8][C:9]([C:11]1[S:15][C:14]([C:16]2[CH:21]=[N:20][CH:19]=[C:18]([CH2:22][CH2:23][C:24]3[CH:29]=[CH:28][C:27]([F:30])=[CH:26][CH:25]=3)[N:17]=2)=[N:13][C:12]=1[CH3:31])=[O:10])[C:2]1[CH:7]=[CH:6][CH:5]=[CH:4][CH:3]=1, predict the reactants needed to synthesize it. The reactants are: [CH2:1]([NH:8][C:9]([C:11]1[S:15][C:14]([C:16]2[CH:21]=[N:20][CH:19]=[C:18](/[CH:22]=[CH:23]/[C:24]3[CH:29]=[CH:28][C:27]([F:30])=[CH:26][CH:25]=3)[N:17]=2)=[N:13][C:12]=1[CH3:31])=[O:10])[C:2]1[CH:7]=[CH:6][CH:5]=[CH:4][CH:3]=1. (3) Given the product [CH3:24][C:23]([CH3:26])([CH3:25])[C:22](=[O:27])[CH2:21][CH2:20][C:17]1[CH:18]=[CH:19][C:14]([C:3]([C:6]2[CH:11]=[CH:10][C:9]([O:12][S:31]([C:30]([F:43])([F:42])[F:29])(=[O:33])=[O:32])=[C:8]([CH3:13])[CH:7]=2)([CH2:4][CH3:5])[CH2:1][CH3:2])=[CH:15][C:16]=1[CH3:28], predict the reactants needed to synthesize it. The reactants are: [CH2:1]([C:3]([C:14]1[CH:19]=[CH:18][C:17]([CH2:20][CH2:21][C:22](=[O:27])[C:23]([CH3:26])([CH3:25])[CH3:24])=[C:16]([CH3:28])[CH:15]=1)([C:6]1[CH:11]=[CH:10][C:9]([OH:12])=[C:8]([CH3:13])[CH:7]=1)[CH2:4][CH3:5])[CH3:2].[F:29][C:30]([F:43])([F:42])[S:31](O[S:31]([C:30]([F:43])([F:42])[F:29])(=[O:33])=[O:32])(=[O:33])=[O:32].N1C=CC=CC=1.[NH4+].[Cl-]. (4) Given the product [Cl:17][C:18]1[CH:19]=[C:20]([C:26]2[CH:30]=[CH:29][N:28]([CH2:31][C@@H:32]([NH:34][C:35]([C:37]3[N:38]=[CH:39][N:40]([C:11]4[CH:16]=[CH:15][CH:14]=[CH:13][N:12]=4)[CH:41]=3)=[O:36])[CH3:33])[N:27]=2)[CH:21]=[CH:22][C:23]=1[C:24]#[N:25], predict the reactants needed to synthesize it. The reactants are: N1C2C=CC=CC=2N=N1.Br[C:11]1[CH:16]=[CH:15][CH:14]=[CH:13][N:12]=1.[Cl:17][C:18]1[CH:19]=[C:20]([C:26]2[CH:30]=[CH:29][N:28]([CH2:31][C@@H:32]([NH:34][C:35]([C:37]3[N:38]=[CH:39][NH:40][CH:41]=3)=[O:36])[CH3:33])[N:27]=2)[CH:21]=[CH:22][C:23]=1[C:24]#[N:25].CC([O-])(C)C.[K+]. (5) Given the product [CH3:42][C:41]1[N:40]([C:43]2[CH:48]=[CH:47][C:46]([C:49]([F:50])([F:52])[F:51])=[CH:45][N:44]=2)[N:39]=[CH:38][C:37]=1[C:35]([NH:34][C:31]1[CH:32]=[N:33][C:28]([C:9]2[CH2:14][CH2:13][CH:12]([C:15]([F:16])([F:17])[F:18])[CH2:11][CH:10]=2)=[C:29]([CH3:53])[CH:30]=1)=[O:36], predict the reactants needed to synthesize it. The reactants are: CC1(C)C(C)(C)OB([C:9]2[CH2:14][CH2:13][CH:12]([C:15]([F:18])([F:17])[F:16])[CH2:11][CH:10]=2)O1.C(=O)([O-])[O-].[Na+].[Na+].O.Br[C:28]1[N:33]=[CH:32][C:31]([NH:34][C:35]([C:37]2[CH:38]=[N:39][N:40]([C:43]3[CH:48]=[CH:47][C:46]([C:49]([F:52])([F:51])[F:50])=[CH:45][N:44]=3)[C:41]=2[CH3:42])=[O:36])=[CH:30][C:29]=1[CH3:53]. (6) Given the product [CH3:19][O:20][C:21]1[CH:27]=[CH:26][C:24]([NH:25][C:13](=[O:15])[C:12]2[CH:16]=[CH:17][CH:18]=[C:10]([S:7]([C:1]3[CH:2]=[CH:3][CH:4]=[CH:5][CH:6]=3)(=[O:8])=[O:9])[CH:11]=2)=[CH:23][CH:22]=1, predict the reactants needed to synthesize it. The reactants are: [C:1]1([S:7]([C:10]2[CH:11]=[C:12]([CH:16]=[CH:17][CH:18]=2)[C:13]([OH:15])=O)(=[O:9])=[O:8])[CH:6]=[CH:5][CH:4]=[CH:3][CH:2]=1.[CH3:19][O:20][C:21]1[CH:27]=[CH:26][C:24]([NH2:25])=[CH:23][CH:22]=1. (7) Given the product [C:12]([O:11][CH2:1][CH2:2][CH2:3][CH2:4][CH2:5][CH2:6][CH2:7][CH2:8][CH2:9][CH3:10])(=[O:24])/[CH:13]=[CH:14]/[C:15]1[CH:23]=[CH:22][C:20]([OH:21])=[C:17]([O:18][CH3:19])[CH:16]=1, predict the reactants needed to synthesize it. The reactants are: [CH2:1]([OH:11])[CH2:2][CH2:3][CH2:4][CH2:5][CH2:6][CH2:7][CH2:8][CH2:9][CH3:10].[C:12](O)(=[O:24])/[CH:13]=[CH:14]/[C:15]1[CH:23]=[CH:22][C:20]([OH:21])=[C:17]([O:18][CH3:19])[CH:16]=1.C1(P(C2C=CC=CC=2)C2C=CC=CC=2)C=CC=CC=1.CC(OC(/N=N/C(OC(C)C)=O)=O)C.